Dataset: Reaction yield outcomes from USPTO patents with 853,638 reactions. Task: Predict the reaction yield, written as a fraction of the theoretical maximum amount of product (1.0 means a 100% yield; for example, 0.34 means a 34% yield). (1) The product is [NH3:5].[CH3:11][OH:12].[C:1]([N:5]1[CH2:10][CH2:9][NH:8][C@@H:7]([C:18]([N:20]2[CH2:25][CH2:24][N:23]([C:34]([NH:33][C:30]3[CH:31]=[CH:32][C:27]([Cl:26])=[C:28]([F:43])[CH:29]=3)=[O:35])[CH2:22][CH2:21]2)=[O:19])[CH2:6]1)([CH3:2])([CH3:4])[CH3:3]. The yield is 0.100. The catalyst is C(Cl)Cl. The reactants are [C:1]([N:5]1[CH2:10][CH2:9][N:8]([C:11](OC(C)(C)C)=[O:12])[C@@H:7]([C:18]([N:20]2[CH2:25][CH2:24][NH:23][CH2:22][CH2:21]2)=[O:19])[CH2:6]1)([CH3:4])([CH3:3])[CH3:2].[Cl:26][C:27]1[CH:32]=[CH:31][C:30]([NH:33][C:34](=O)[O:35]C2C=CC=CC=2)=[CH:29][C:28]=1[F:43]. (2) The reactants are [Cl:1][C:2]1[CH:3]=[CH:4][C:5]([O:15][CH2:16][C:17]2[CH:22]=[CH:21][C:20]([Cl:23])=[CH:19][C:18]=2[F:24])=[C:6]([CH:14]=1)[CH2:7][N:8]1[CH2:12][CH2:11][O:10][S:9]1=[O:13].[OH2:25]. The catalyst is C(#N)C.CCOCC. The product is [Cl:1][C:2]1[CH:3]=[CH:4][C:5]([O:15][CH2:16][C:17]2[CH:22]=[CH:21][C:20]([Cl:23])=[CH:19][C:18]=2[F:24])=[C:6]([CH:14]=1)[CH2:7][N:8]1[CH2:12][CH2:11][O:10][S:9]1(=[O:25])=[O:13]. The yield is 0.320. (3) The reactants are C(OC([N:8]1[CH2:13][CH2:12][N:11]([C:14](=[O:16])[CH3:15])[CH2:10][CH:9]1[CH3:17])=O)(C)(C)C.[ClH:18].O1CCOCC1. The catalyst is C(Cl)Cl. The product is [ClH:18].[CH3:17][CH:9]1[NH:8][CH2:13][CH2:12][N:11]([C:14](=[O:16])[CH3:15])[CH2:10]1. The yield is 0.930. (4) The catalyst is C(#N)C. The product is [CH2:12]([N:15]([CH2:16][CH:17]=[CH2:18])[CH2:2][C:3]([C:5]1[CH:10]=[CH:9][C:8]([F:11])=[CH:7][CH:6]=1)=[O:4])[CH:13]=[CH2:14]. The reactants are Cl[CH2:2][C:3]([C:5]1[CH:10]=[CH:9][C:8]([F:11])=[CH:7][CH:6]=1)=[O:4].[CH2:12]([NH:15][CH2:16][CH:17]=[CH2:18])[CH:13]=[CH2:14].O. The yield is 1.18. (5) The reactants are [OH:1][CH:2]([CH3:5])[CH2:3][NH2:4].C[C:7]1([CH3:31])[C:11]([C:12]([OH:14])=O)=[CH:10][NH:9][CH:8]1/[CH:15]=[C:16]1\[C:17](=[O:30])[NH:18][C:19]2[C:24]\1=[CH:23][C:22]([O:25][C:26]([F:29])([F:28])[F:27])=[CH:21][CH:20]=2.CN(C(O[N:40]1[N:48]=[N:47]C2C=CC=[N:46][C:41]1=2)=[N+](C)C)C.F[P-](F)(F)(F)(F)F.[CH3:56]CN(C(C)C)C(C)C. The catalyst is CN(C=O)C.C(#N)C. The product is [OH:1][CH:2]([CH2:5][N:48]1[N:47]=[N:46][CH:41]=[N:40]1)[CH2:3][NH:4][C:12]([C:11]1[C:7]([CH3:31])=[C:8](/[CH:15]=[C:16]2\[C:17](=[O:30])[NH:18][C:19]3[C:24]\2=[CH:23][C:22]([O:25][C:26]([F:27])([F:29])[F:28])=[CH:21][CH:20]=3)[NH:9][C:10]=1[CH3:56])=[O:14]. The yield is 0.855. (6) The reactants are [Cl:1][C:2]1[CH:3]=[C:4]([C:9]2([C:21]([F:24])([F:23])[F:22])[O:13][N:12]=[C:11]([C:14]3[CH:20]=[CH:19][C:17]([NH2:18])=[CH:16][CH:15]=3)[CH2:10]2)[CH:5]=[C:6]([Cl:8])[CH:7]=1.CO[CH:27]1[CH2:31][CH2:30][CH:29](OC)O1.O.C(OCC)(=O)C. The catalyst is C(O)(=O)C. The product is [Cl:1][C:2]1[CH:3]=[C:4]([C:9]2([C:21]([F:22])([F:24])[F:23])[O:13][N:12]=[C:11]([C:14]3[CH:15]=[CH:16][C:17]([N:18]4[CH:27]=[CH:31][CH:30]=[CH:29]4)=[CH:19][CH:20]=3)[CH2:10]2)[CH:5]=[C:6]([Cl:8])[CH:7]=1. The yield is 0.610. (7) The reactants are [F:1][C:2]([F:7])([F:6])[C:3]([OH:5])=[O:4].FC(F)(F)C(O)=O.[Cl:15][C:16]1[CH:17]=[N:18][C:19]2[NH:20][C:21]3[CH:22]=[CH:23][CH:24]=[C:25]([CH:38]=3)[CH2:26][CH2:27][C:28]3[CH:36]=[C:32]([NH:33][C:34]=1[N:35]=2)[CH:31]=[C:30]([NH2:37])[CH:29]=3.[CH3:39][N:40]1[CH:44]=[CH:43][C:42]([C:45](Cl)=[O:46])=[N:41]1. No catalyst specified. The product is [F:1][C:2]([F:7])([F:6])[C:3]([OH:5])=[O:4].[Cl:15][C:16]1[CH:17]=[N:18][C:19]2[NH:20][C:21]3[CH:22]=[CH:23][CH:24]=[C:25]([CH:38]=3)[CH2:26][CH2:27][C:28]3[CH:36]=[C:32]([NH:33][C:34]=1[N:35]=2)[CH:31]=[C:30]([NH:37][C:45]([C:42]1[CH:43]=[CH:44][N:40]([CH3:39])[N:41]=1)=[O:46])[CH:29]=3. The yield is 0.470.